This data is from Full USPTO retrosynthesis dataset with 1.9M reactions from patents (1976-2016). The task is: Predict the reactants needed to synthesize the given product. (1) Given the product [OH:9][CH2:8][C:6]1[N:7]=[C:2]([N:7]2[CH2:6][CH2:5][CH2:4][C:10]2=[O:13])[CH:3]=[CH:4][CH:5]=1, predict the reactants needed to synthesize it. The reactants are: Br[C:2]1[N:7]=[C:6]([CH2:8][OH:9])[CH:5]=[CH:4][CH:3]=1.[C:10](=[O:13])([O-])[O-].[K+].[K+]. (2) Given the product [CH:18]1([CH2:17][N:13]2[CH:14]=[C:10]([C:9]#[C:8][C:6]3[CH:5]=[CH:4][N:3]=[C:2]([CH3:1])[CH:7]=3)[N:11]=[C:12]2[CH3:15])[CH2:21][CH2:20][CH2:19]1, predict the reactants needed to synthesize it. The reactants are: [CH3:1][C:2]1[CH:7]=[C:6]([C:8]#[C:9][C:10]2[N:11]=[C:12]([CH3:15])[NH:13][CH:14]=2)[CH:5]=[CH:4][N:3]=1.Br[CH2:17][CH:18]1[CH2:21][CH2:20][CH2:19]1.